The task is: Predict which catalyst facilitates the given reaction.. This data is from Catalyst prediction with 721,799 reactions and 888 catalyst types from USPTO. (1) Reactant: [F:1][C:2]1[CH:19]=[CH:18][C:5]([O:6][C:7]2[CH:12]=[CH:11][C:10]([C:13]3[CH:17]=[CH:16][NH:15][N:14]=3)=[CH:9][CH:8]=2)=[CH:4][CH:3]=1.[H-].[Na+].Cl[C:23]1[N:28]=[CH:27][CH:26]=[CH:25][N:24]=1. Product: [F:1][C:2]1[CH:19]=[CH:18][C:5]([O:6][C:7]2[CH:8]=[CH:9][C:10]([C:13]3[CH:17]=[CH:16][N:15]([C:23]4[N:28]=[CH:27][CH:26]=[CH:25][N:24]=4)[N:14]=3)=[CH:11][CH:12]=2)=[CH:4][CH:3]=1. The catalyst class is: 1. (2) Reactant: [CH3:1][C@@H:2]1[CH:11]=[CH:10][CH2:9][C:4]2([CH2:8][CH2:7][CH2:6][CH2:5]2)[C@H:3]1[C:12](=[O:16])/[CH:13]=[CH:14]/[CH3:15]. Product: [CH3:1][C@@H:2]1[CH2:11][CH2:10][CH2:9][C:4]2([CH2:8][CH2:7][CH2:6][CH2:5]2)[C@H:3]1[C:12](=[O:16])[CH2:13][CH2:14][CH3:15]. The catalyst class is: 29. (3) Reactant: [OH:1][C:2]1[CH:3]=[C:4]2[C:9](=[CH:10][CH:11]=1)[C:8](=[O:12])[O:7][CH:6]=[CH:5]2.[O:13]1[CH2:17][CH2:16][CH2:15][C@H:14]1[CH2:18]OS(C)(=O)=O.C(=O)([O-])[O-].[Cs+].[Cs+].O. Product: [O:13]1[CH2:17][CH2:16][CH2:15][C@H:14]1[CH2:18][O:1][C:2]1[CH:3]=[C:4]2[C:9](=[CH:10][CH:11]=1)[C:8](=[O:12])[O:7][CH:6]=[CH:5]2. The catalyst class is: 3. (4) Product: [ClH:42].[ClH:42].[CH3:30][O:29][C:18]1[CH:19]=[CH:20][C:21]([C:23]2[CH:24]=[CH:25][N:26]=[CH:27][CH:28]=2)=[CH:22][C:17]=1[CH2:16][N:15]([CH:12]1[CH2:13][CH2:14][CH:9]([NH:7][CH3:6])[CH2:10][CH2:11]1)[C:31]([C:33]1[S:37][C:36]2[CH:38]=[CH:39][CH:40]=[CH:41][C:35]=2[C:34]=1[Cl:42])=[O:32]. Reactant: C(O[C:6](=O)[N:7]([CH:9]1[CH2:14][CH2:13][CH:12]([N:15]([C:31]([C:33]2[S:37][C:36]3[CH:38]=[CH:39][CH:40]=[CH:41][C:35]=3[C:34]=2[Cl:42])=[O:32])[CH2:16][C:17]2[CH:22]=[C:21]([C:23]3[CH:28]=[CH:27][N:26]=[CH:25][CH:24]=3)[CH:20]=[CH:19][C:18]=2[O:29][CH3:30])[CH2:11][CH2:10]1)C)(C)(C)C. The catalyst class is: 6. (5) Reactant: [NH2:1][CH2:2][CH2:3][CH2:4][C:5]([C@@H:22]1[CH2:27][CH2:26][CH2:25][N:24]([C:28]([O:30][C:31]([CH3:34])([CH3:33])[CH3:32])=[O:29])[CH2:23]1)([C:7]1[CH:12]=[CH:11][CH:10]=[C:9]([Cl:13])[C:8]=1[C:14]1[CH:19]=[CH:18][CH:17]=[C:16]([CH2:20][CH3:21])[CH:15]=1)[OH:6].[C:35](O)(=[O:38])[CH2:36][OH:37].CCN(C(C)C)C(C)C.CN(C(ON1N=NC2C=CC=CC1=2)=[N+](C)C)C.F[P-](F)(F)(F)(F)F. Product: [Cl:13][C:9]1[C:8]([C:14]2[CH:19]=[CH:18][CH:17]=[C:16]([CH2:20][CH3:21])[CH:15]=2)=[C:7]([C:5]([C@@H:22]2[CH2:27][CH2:26][CH2:25][N:24]([C:28]([O:30][C:31]([CH3:33])([CH3:32])[CH3:34])=[O:29])[CH2:23]2)([OH:6])[CH2:4][CH2:3][CH2:2][NH:1][C:36](=[O:37])[CH2:35][OH:38])[CH:12]=[CH:11][CH:10]=1. The catalyst class is: 18.